The task is: Predict the reactants needed to synthesize the given product.. This data is from Full USPTO retrosynthesis dataset with 1.9M reactions from patents (1976-2016). Given the product [CH2:20]([O:19][C:17]([C:11]1[CH:10]=[N:9][C:4]2[C:5]([C:12]=1[OH:14])=[CH:6][CH:7]=[CH:8][C:3]=2[C:2]([F:1])([F:22])[F:23])=[O:18])[CH3:21], predict the reactants needed to synthesize it. The reactants are: [F:1][C:2]([F:23])([F:22])[C:3]1[CH:8]=[CH:7][CH:6]=[CH:5][C:4]=1[NH:9][CH:10]=[C:11]([C:17]([O:19][CH2:20][CH3:21])=[O:18])[C:12]([O:14]CC)=O.C1C=CC(C2C=CC=CC=2)=CC=1.C1C=CC(OC2C=CC=CC=2)=CC=1.